From a dataset of Reaction yield outcomes from USPTO patents with 853,638 reactions. Predict the reaction yield, written as a fraction of the theoretical maximum amount of product (1.0 means a 100% yield; for example, 0.34 means a 34% yield). (1) The yield is 0.750. The catalyst is C(OCC)(=O)C. The product is [N:1]1([C@@H:17]([C:13]2[CH:14]=[CH:15][CH:16]=[C:11]([F:10])[CH:12]=2)[C@H:18]([OH:19])[CH2:20][OH:21])[C:9]2[C:4](=[CH:5][CH:6]=[CH:7][CH:8]=2)[CH2:3][CH2:2]1. The reactants are [NH:1]1[C:9]2[C:4](=[CH:5][CH:6]=[CH:7][CH:8]=2)[CH2:3][CH2:2]1.[F:10][C:11]1[CH:12]=[C:13]([C@H:17]2[O:19][C@@H:18]2[CH2:20][OH:21])[CH:14]=[CH:15][CH:16]=1. (2) The reactants are [Br:1][C:2]1[C:3](=[O:10])[N:4]([CH3:9])[CH:5]=[C:6](I)[CH:7]=1.[C:11]([O:14][CH2:15][C:16]1[C:17]([N:25]2[CH2:36][CH2:35][N:34]3[C:27](=[CH:28][C:29]4[CH2:30][C:31]([CH3:38])([CH3:37])[CH2:32][C:33]=43)[C:26]2=[O:39])=[N:18][CH:19]=[CH:20][C:21]=1B(O)O)(=[O:13])[CH3:12].[O-]P([O-])([O-])=O.[K+].[K+].[K+].C([O-])(=O)C.[Na+]. The catalyst is C1C=CC(P(C2C=CC=CC=2)[C-]2C=CC=C2)=CC=1.C1C=CC(P(C2C=CC=CC=2)[C-]2C=CC=C2)=CC=1.Cl[Pd]Cl.[Fe+2].O.C(#N)C. The product is [C:11]([O:14][CH2:15][C:16]1[C:17]([N:25]2[CH2:36][CH2:35][N:34]3[C:27](=[CH:28][C:29]4[CH2:30][C:31]([CH3:38])([CH3:37])[CH2:32][C:33]=43)[C:26]2=[O:39])=[N:18][CH:19]=[CH:20][C:21]=1[C:6]1[CH:7]=[C:2]([Br:1])[C:3](=[O:10])[N:4]([CH3:9])[CH:5]=1)(=[O:13])[CH3:12]. The yield is 0.220.